From a dataset of Forward reaction prediction with 1.9M reactions from USPTO patents (1976-2016). Predict the product of the given reaction. (1) Given the reactants [Cl:1][CH2:2][C:3](=[O:12])[CH2:4][C:5]([O:7][CH2:8][CH:9]([CH3:11])[CH3:10])=[O:6].C(OCCC)(OCCC)O[CH2:15][CH2:16][CH3:17].O=P12OP3(OP(OP(O3)(O1)=O)(=O)O2)=O, predict the reaction product. The product is: [Cl:1][CH2:2]/[C:3](/[O:12][CH2:15][CH2:16][CH3:17])=[CH:4]\[C:5]([O:7][CH2:8][CH:9]([CH3:10])[CH3:11])=[O:6]. (2) Given the reactants Cl.[NH2:2][C:3]1([CH3:22])[CH2:7][CH2:6][CH2:5][CH:4]1[NH:8][C:9](=[O:21])[O:10][C@@H:11]1[CH2:16][C@H:15]([CH3:17])[CH2:14][CH2:13][C@H:12]1[CH:18]([CH3:20])[CH3:19].Cl[C:24]1[N:29]=[CH:28][C:27]([C:30]([F:33])([F:32])[F:31])=[CH:26][N:25]=1.CCN(C(C)C)C(C)C, predict the reaction product. The product is: [CH3:22][C:3]1([NH:2][C:24]2[N:29]=[CH:28][C:27]([C:30]([F:33])([F:32])[F:31])=[CH:26][N:25]=2)[CH2:7][CH2:6][CH2:5][CH:4]1[NH:8][C:9](=[O:21])[O:10][C@@H:11]1[CH2:16][C@H:15]([CH3:17])[CH2:14][CH2:13][C@H:12]1[CH:18]([CH3:19])[CH3:20]. (3) Given the reactants [Cl:1][C:2]1[CH:7]=[CH:6][C:5]([C:8]2[C:14]3[CH:15]=[C:16]([O:19][CH3:20])[CH:17]=[CH:18][C:13]=3[N:12]3[C:21]([CH3:24])=[N:22][N:23]=[C:11]3[C@H:10]([CH2:25][C:26](O)=[O:27])[N:9]=2)=[CH:4][CH:3]=1.CCN=C=NCCCN(C)C.Cl.[CH3:41][O:42][C:43](=[O:46])[CH2:44][NH2:45].C1C=CC2N(O)N=NC=2C=1, predict the reaction product. The product is: [Cl:1][C:2]1[CH:7]=[CH:6][C:5]([C:8]2[C:14]3[CH:15]=[C:16]([O:19][CH3:20])[CH:17]=[CH:18][C:13]=3[N:12]3[C:21]([CH3:24])=[N:22][N:23]=[C:11]3[C@H:10]([CH2:25][C:26]([NH:45][CH2:44][C:43]([O:42][CH3:41])=[O:46])=[O:27])[N:9]=2)=[CH:4][CH:3]=1. (4) Given the reactants Br[C:2]1[C:10]2[N:9]=[C:8]([N:11]3[CH2:16][CH2:15][N:14]([C:17]4[C:22]([Cl:23])=[CH:21][C:20]([Cl:24])=[CH:19][N:18]=4)[CH2:13][CH2:12]3)[NH:7][C:6]=2[CH:5]=[C:4]([C:25]([F:28])([F:27])[F:26])[CH:3]=1.[F:29][C:30]([F:41])([F:40])[C:31]1[CH:32]=[C:33](B(O)O)[CH:34]=[CH:35][CH:36]=1, predict the reaction product. The product is: [Cl:23][C:22]1[C:17]([N:14]2[CH2:13][CH2:12][N:11]([C:8]3[NH:9][C:10]4[C:2]([C:35]5[CH:34]=[CH:33][CH:32]=[C:31]([C:30]([F:41])([F:40])[F:29])[CH:36]=5)=[CH:3][C:4]([C:25]([F:27])([F:26])[F:28])=[CH:5][C:6]=4[N:7]=3)[CH2:16][CH2:15]2)=[N:18][CH:19]=[C:20]([Cl:24])[CH:21]=1. (5) Given the reactants [Cl:1][C:2]1[C:27]([OH:28])=[CH:26][C:5]2[C:6]([C:9]3[CH:14]=[CH:13][C:12]([O:15][C:16]4[CH:21]=[CH:20][C:19]([Cl:22])=[CH:18][CH:17]=4)=[CH:11][C:10]=3[CH2:23][CH2:24][CH3:25])=[N:7][O:8][C:4]=2[CH:3]=1.[C:29]([O:34]C)(=[O:33])[C@H:30]([CH3:32])O, predict the reaction product. The product is: [Cl:1][C:2]1[C:27]([O:28][C@H:30]([CH3:32])[C:29]([OH:34])=[O:33])=[CH:26][C:5]2[C:6]([C:9]3[CH:14]=[CH:13][C:12]([O:15][C:16]4[CH:17]=[CH:18][C:19]([Cl:22])=[CH:20][CH:21]=4)=[CH:11][C:10]=3[CH2:23][CH2:24][CH3:25])=[N:7][O:8][C:4]=2[CH:3]=1. (6) Given the reactants [OH:1][C:2]1[CH:3]=[C:4]([CH:10]=[CH:11][CH:12]=1)[C:5]([O:7][CH2:8][CH3:9])=[O:6].C([O-])([O-])=O.[K+].[K+].[Br:19][CH2:20][CH2:21]Br, predict the reaction product. The product is: [Br:19][CH2:20][CH2:21][O:1][C:2]1[CH:3]=[C:4]([CH:10]=[CH:11][CH:12]=1)[C:5]([O:7][CH2:8][CH3:9])=[O:6]. (7) Given the reactants C[O:2][C:3]1[C:8]2[NH:9][C:10]([C:12]3[S:13][CH:14]=[CH:15][CH:16]=3)=[N:11][C:7]=2[C:6]([C:17]([NH:19][CH2:20][CH:21]2[CH2:24][N:23](C(OC(C)(C)C)=O)[CH2:22]2)=[O:18])=[CH:5][CH:4]=1.B(Br)(Br)Br, predict the reaction product. The product is: [NH:23]1[CH2:22][CH:21]([CH2:20][NH:19][C:17]([C:6]2[C:7]3[N:11]=[C:10]([C:12]4[S:13][CH:14]=[CH:15][CH:16]=4)[NH:9][C:8]=3[C:3]([OH:2])=[CH:4][CH:5]=2)=[O:18])[CH2:24]1. (8) Given the reactants [C:1]1(=O)[NH:10][CH:9]=[CH:8][C:7]2[CH:6]=[N:5][C:4]3[CH:11]=[CH:12][CH:13]=[CH:14][C:3]=3[C:2]1=2.I[C:17]1[CH:18]=[C:19]([C:29]2[CH:34]=[CH:33][CH:32]=[CH:31][CH:30]=2)[CH:20]=[C:21]([C:23]2[CH:28]=[CH:27][CH:26]=[CH:25][CH:24]=2)[CH:22]=1.N1CCC[C@H]1C(O)=[O:38], predict the reaction product. The product is: [C:29]1([C:19]2[CH:18]=[C:17]([N:5]3[C:4]4[CH:11]=[CH:12][CH:13]=[CH:14][C:3]=4[C:2]4[C:7](=[CH:8][CH:9]=[N:10][CH:1]=4)[C:6]3=[O:38])[CH:22]=[C:21]([C:23]3[CH:28]=[CH:27][CH:26]=[CH:25][CH:24]=3)[CH:20]=2)[CH:34]=[CH:33][CH:32]=[CH:31][CH:30]=1. (9) Given the reactants Cl.[NH2:2][CH2:3][C:4]1[CH:9]=[CH:8][C:7]([NH:10][S:11]([CH3:14])(=[O:13])=[O:12])=[C:6]([F:15])[CH:5]=1.[N:16]1([C:22]2[C:27]([CH:28]=[CH:29][C:30](O)=[O:31])=[CH:26][CH:25]=[CH:24][N:23]=2)[CH2:21][CH2:20][O:19][CH2:18][CH2:17]1, predict the reaction product. The product is: [F:15][C:6]1[C:7]([NH:10][S:11]([CH3:14])(=[O:13])=[O:12])=[CH:8][CH:9]=[C:4]([CH:5]=1)[CH2:3][NH:2][C:30](=[O:31])[CH:29]=[CH:28][C:27]1[C:22]([N:16]2[CH2:17][CH2:18][O:19][CH2:20][CH2:21]2)=[N:23][CH:24]=[CH:25][CH:26]=1.